From a dataset of TCR-epitope binding with 47,182 pairs between 192 epitopes and 23,139 TCRs. Binary Classification. Given a T-cell receptor sequence (or CDR3 region) and an epitope sequence, predict whether binding occurs between them. (1) The epitope is LPPAYTNSF. The TCR CDR3 sequence is CASSLAGDWDEQFF. Result: 0 (the TCR does not bind to the epitope). (2) The epitope is MPASWVMRI. The TCR CDR3 sequence is CASIAGLAGGDEQFF. Result: 1 (the TCR binds to the epitope). (3) The epitope is AIMTRCLAV. The TCR CDR3 sequence is CASSQEWDTQYF. Result: 0 (the TCR does not bind to the epitope). (4) The epitope is HTTDPSFLGRY. The TCR CDR3 sequence is CASSFPAGEKLFF. Result: 0 (the TCR does not bind to the epitope). (5) The epitope is KLSYGIATV. The TCR CDR3 sequence is CSVVTGTVTYNEQFF. Result: 1 (the TCR binds to the epitope). (6) The epitope is TAFTIPSI. The TCR CDR3 sequence is CASSLTGGARARLFF. Result: 1 (the TCR binds to the epitope). (7) The epitope is KLGGALQAK. The TCR CDR3 sequence is CASTTGQINYGYTF. Result: 0 (the TCR does not bind to the epitope). (8) The epitope is ITEEVGHTDLMAAY. The TCR CDR3 sequence is CASSPLGSLEGYTF. Result: 1 (the TCR binds to the epitope). (9) The TCR CDR3 sequence is CASSPTMHYEQYF. Result: 0 (the TCR does not bind to the epitope). The epitope is YLQPRTFLL. (10) The epitope is SFHSLHLLF. The TCR CDR3 sequence is CASSTTRMDTQYF. Result: 0 (the TCR does not bind to the epitope).